Dataset: Full USPTO retrosynthesis dataset with 1.9M reactions from patents (1976-2016). Task: Predict the reactants needed to synthesize the given product. The reactants are: [C:1]([N:8]([CH3:15])[C:9]([CH3:14])([C:11]([OH:13])=O)[CH3:10])([O:3]C(C)(C)C)=[O:2].ClC(N(C)C)=C(C)C.Cl.[NH2:25][CH2:26][C:27]1[CH:28]=[C:29]([CH2:33][N:34]2[C:42]3[C:37](=[C:38]([O:43][CH3:44])[CH:39]=[CH:40][CH:41]=3)[C:36]([NH:45][S:46]([C:49]3[S:50][C:51]([Cl:54])=[CH:52][CH:53]=3)(=[O:48])=[O:47])=[N:35]2)[CH:30]=[CH:31][CH:32]=1.C(N(CC)C(C)C)(C)C. Given the product [CH:1]([OH:3])=[O:2].[Cl:54][C:51]1[S:50][C:49]([S:46]([NH:45][C:36]2[C:37]3[C:42](=[CH:41][CH:40]=[CH:39][C:38]=3[O:43][CH3:44])[N:34]([CH2:33][C:29]3[CH:28]=[C:27]([CH2:26][NH:25][C:11](=[O:13])[C:9]([CH3:10])([CH3:14])[NH:8][CH3:15])[CH:32]=[CH:31][CH:30]=3)[N:35]=2)(=[O:47])=[O:48])=[CH:53][CH:52]=1, predict the reactants needed to synthesize it.